This data is from Forward reaction prediction with 1.9M reactions from USPTO patents (1976-2016). The task is: Predict the product of the given reaction. (1) Given the reactants [NH2:1][C:2]1[CH:9]=[CH:8][C:5]([CH2:6][NH2:7])=[CH:4][CH:3]=1.Cl.NC1C=CC(CN)=CC=1.[CH:20]1[N:25]=[C:24](Cl)[C:23]2[N:27]=[CH:28][N:29]([C@@H:30]3[O:34][C@H:33]([CH2:35][OH:36])[C@@H:32]([OH:37])[C@H:31]3[OH:38])[C:22]=2[N:21]=1.C(N(CC)CC)C, predict the reaction product. The product is: [NH2:1][C:2]1[CH:9]=[CH:8][C:5]([CH2:6][NH:7][C:24]2[C:23]3[N:27]=[CH:28][N:29]([C:22]=3[N:21]=[CH:20][N:25]=2)[C@@H:30]2[O:34][C@H:33]([CH2:35][OH:36])[C@@H:32]([OH:37])[C@H:31]2[OH:38])=[CH:4][CH:3]=1. (2) The product is: [CH:1]1([N:7]2[C:12]([OH:13])=[C:11]([C:37]([NH:36][CH2:39][C:40]([OH:42])=[O:41])=[O:38])[C:10](=[O:14])[N:9]([CH2:15][C:16]3[CH:17]=[CH:18][C:19]([C:22]([CH3:23])([CH3:25])[CH3:24])=[CH:20][CH:21]=3)[C:8]2=[O:26])[CH2:2][CH2:3][CH2:4][CH2:5][CH2:6]1. Given the reactants [CH:1]1([N:7]2[C:12](=[O:13])[CH2:11][C:10](=[O:14])[N:9]([CH2:15][C:16]3[CH:21]=[CH:20][C:19]([C:22]([CH3:25])([CH3:24])[CH3:23])=[CH:18][CH:17]=3)[C:8]2=[O:26])[CH2:6][CH2:5][CH2:4][CH2:3][CH2:2]1.C(N(C(C)C)CC)(C)C.[N:36]([CH2:39][C:40]([O:42]CC)=[O:41])=[C:37]=[O:38], predict the reaction product.